Task: Predict the reactants needed to synthesize the given product.. Dataset: Full USPTO retrosynthesis dataset with 1.9M reactions from patents (1976-2016) (1) The reactants are: [H-].[H-].[H-].[H-].[Li+].[Al+3].[C:7]1([C@@H:13]([N@@:15]2[CH2:17][CH:16]2[C:18](OC)=[O:19])[CH3:14])[CH:12]=[CH:11][CH:10]=[CH:9][CH:8]=1.C1([C@@H]([N@]2CC2C(OC)=O)C)C=CC=CC=1.[OH-].[K+]. Given the product [C:7]1([C@@H:13]([N@:15]2[CH2:17][CH:16]2[CH2:18][OH:19])[CH3:14])[CH:8]=[CH:9][CH:10]=[CH:11][CH:12]=1, predict the reactants needed to synthesize it. (2) Given the product [Cl:37][CH2:38][CH2:39][CH2:40][C:41]([NH:1][CH:2]1[CH2:6][N:5]([C:7]2[CH:8]=[N:9][N:10]3[CH2:15][C@H:14]([CH3:16])[N:13]([C:17]([NH:19][C:20]4[CH:21]=[C:22]([F:28])[C:23]([F:27])=[C:24]([F:26])[CH:25]=4)=[O:18])[CH2:12][C:11]=23)[C:4](=[O:29])[CH2:3]1)=[O:42], predict the reactants needed to synthesize it. The reactants are: [NH2:1][CH:2]1[CH2:6][N:5]([C:7]2[CH:8]=[N:9][N:10]3[CH2:15][C@H:14]([CH3:16])[N:13]([C:17]([NH:19][C:20]4[CH:25]=[C:24]([F:26])[C:23]([F:27])=[C:22]([F:28])[CH:21]=4)=[O:18])[CH2:12][C:11]=23)[C:4](=[O:29])[CH2:3]1.CCN(CC)CC.[Cl:37][CH2:38][CH2:39][CH2:40][C:41](Cl)=[O:42]. (3) Given the product [CH2:10]([O:12][C:13]([C:15]1[CH:16]=[N:17][N:18]([C:20]2[N:29]([CH2:30][O:31][CH2:32][CH2:33][Si:34]([CH3:37])([CH3:36])[CH3:35])[C:28](=[O:38])[C:27]3[C:22](=[CH:23][CH:24]=[C:25]([NH:39][C:1](=[O:8])[C:2]4[CH:7]=[CH:6][CH:5]=[CH:4][CH:3]=4)[CH:26]=3)[N:21]=2)[CH:19]=1)=[O:14])[CH3:11], predict the reactants needed to synthesize it. The reactants are: [C:1](Cl)(=[O:8])[C:2]1[CH:7]=[CH:6][CH:5]=[CH:4][CH:3]=1.[CH2:10]([O:12][C:13]([C:15]1[CH:16]=[N:17][N:18]([C:20]2[N:29]([CH2:30][O:31][CH2:32][CH2:33][Si:34]([CH3:37])([CH3:36])[CH3:35])[C:28](=[O:38])[C:27]3[C:22](=[CH:23][CH:24]=[C:25]([NH2:39])[CH:26]=3)[N:21]=2)[CH:19]=1)=[O:14])[CH3:11]. (4) Given the product [Br:1][C:2]1[N:7]=[C:6]([CH2:8][NH:9][C:17](=[O:19])[CH3:18])[CH:5]=[CH:4][CH:3]=1, predict the reactants needed to synthesize it. The reactants are: [Br:1][C:2]1[N:7]=[C:6]([CH2:8][NH2:9])[CH:5]=[CH:4][CH:3]=1.C(N(CC)CC)C.[C:17](Cl)(=[O:19])[CH3:18].[OH-].[Na+]. (5) Given the product [Cl:1][C:2]1[CH:11]=[CH:10][C:9]([NH:12][S:23]([C:17]2[CH:18]=[CH:19][C:20]([CH3:22])=[CH:21][C:16]=2[N+:13]([O-:15])=[O:14])(=[O:24])=[O:25])=[C:8]2[C:3]=1[CH:4]=[CH:5][CH:6]=[N:7]2, predict the reactants needed to synthesize it. The reactants are: [Cl:1][C:2]1[CH:11]=[CH:10][C:9]([NH2:12])=[C:8]2[C:3]=1[CH:4]=[CH:5][CH:6]=[N:7]2.[N+:13]([C:16]1[CH:21]=[C:20]([CH3:22])[CH:19]=[CH:18][C:17]=1[S:23](Cl)(=[O:25])=[O:24])([O-:15])=[O:14].